From a dataset of Merck oncology drug combination screen with 23,052 pairs across 39 cell lines. Regression. Given two drug SMILES strings and cell line genomic features, predict the synergy score measuring deviation from expected non-interaction effect. (1) Drug 1: CC(C)CC(NC(=O)C(Cc1ccccc1)NC(=O)c1cnccn1)B(O)O. Drug 2: CNC(=O)c1cc(Oc2ccc(NC(=O)Nc3ccc(Cl)c(C(F)(F)F)c3)cc2)ccn1. Cell line: HCT116. Synergy scores: synergy=-4.90. (2) Drug 1: CC1(c2nc3c(C(N)=O)cccc3[nH]2)CCCN1. Drug 2: NC1CCCCC1N.O=C(O)C(=O)O.[Pt+2]. Cell line: CAOV3. Synergy scores: synergy=0.405. (3) Drug 1: O=C(CCCCCCC(=O)Nc1ccccc1)NO. Drug 2: CC(C)CC(NC(=O)C(Cc1ccccc1)NC(=O)c1cnccn1)B(O)O. Cell line: NCIH520. Synergy scores: synergy=-18.6. (4) Drug 1: O=S1(=O)NC2(CN1CC(F)(F)F)C1CCC2Cc2cc(C=CCN3CCC(C(F)(F)F)CC3)ccc2C1. Drug 2: CCC1=CC2CN(C1)Cc1c([nH]c3ccccc13)C(C(=O)OC)(c1cc3c(cc1OC)N(C)C1C(O)(C(=O)OC)C(OC(C)=O)C4(CC)C=CCN5CCC31C54)C2. Cell line: HT144. Synergy scores: synergy=16.9. (5) Drug 1: NC(=O)c1cccc2cn(-c3ccc(C4CCCNC4)cc3)nc12. Drug 2: COC1CC2CCC(C)C(O)(O2)C(=O)C(=O)N2CCCCC2C(=O)OC(C(C)CC2CCC(OP(C)(C)=O)C(OC)C2)CC(=O)C(C)C=C(C)C(O)C(OC)C(=O)C(C)CC(C)C=CC=CC=C1C. Cell line: ES2. Synergy scores: synergy=9.82.